Dataset: Reaction yield outcomes from USPTO patents with 853,638 reactions. Task: Predict the reaction yield, written as a fraction of the theoretical maximum amount of product (1.0 means a 100% yield; for example, 0.34 means a 34% yield). (1) The reactants are [Cl:1][C:2]1[C:3]([O:24][C:25]2[CH:30]=[CH:29][N:28]=[C:27](Cl)[CH:26]=2)=[CH:4][C:5]([F:23])=[C:6]([NH:8][C:9]([N:11]2[CH2:15][CH2:14][N:13]([CH:16]3[CH2:21][CH2:20][O:19][CH2:18][CH2:17]3)[C:12]2=[O:22])=[O:10])[CH:7]=1.[CH3:32][N:33]([CH3:37])[C:34]([NH2:36])=[O:35].C([O-])([O-])=O.[Cs+].[Cs+].CC1(C)C2C(=C(P(C3C=CC=CC=3)C3C=CC=CC=3)C=CC=2)OC2C(P(C3C=CC=CC=3)C3C=CC=CC=3)=CC=CC1=2. The catalyst is O1CCOCC1.C1C=CC(/C=C/C(/C=C/C2C=CC=CC=2)=O)=CC=1.C1C=CC(/C=C/C(/C=C/C2C=CC=CC=2)=O)=CC=1.C1C=CC(/C=C/C(/C=C/C2C=CC=CC=2)=O)=CC=1.[Pd].[Pd]. The product is [Cl:1][C:2]1[C:3]([O:24][C:25]2[CH:30]=[CH:29][N:28]=[C:27]([NH:36][C:34]([N:33]([CH3:37])[CH3:32])=[O:35])[CH:26]=2)=[CH:4][C:5]([F:23])=[C:6]([NH:8][C:9]([N:11]2[CH2:15][CH2:14][N:13]([CH:16]3[CH2:21][CH2:20][O:19][CH2:18][CH2:17]3)[C:12]2=[O:22])=[O:10])[CH:7]=1. The yield is 0.440. (2) The reactants are [F:1][C:2]1[CH:3]=[C:4]([OH:12])[CH:5]=[C:6]([S:8]([CH3:11])(=[O:10])=[O:9])[CH:7]=1.[Br:13][CH2:14][CH2:15]Br.C(=O)([O-])[O-].[K+].[K+]. The catalyst is C(#N)C. The product is [Br:13][CH2:14][CH2:15][O:12][C:4]1[CH:5]=[C:6]([S:8]([CH3:11])(=[O:9])=[O:10])[CH:7]=[C:2]([F:1])[CH:3]=1. The yield is 0.730. (3) The reactants are CC([O-])(C)C.[K+].CC1C=CC(S([CH2:17][N+:18]#[C-])(=O)=O)=CC=1.[CH2:20]([O:27][C:28]1[CH:35]=[CH:34][C:31]([CH:32]=O)=[CH:30][C:29]=1[Cl:36])[C:21]1[CH:26]=[CH:25][CH:24]=[CH:23][CH:22]=1.CO. The catalyst is C1COCC1.O. The yield is 0.340. The product is [CH2:20]([O:27][C:28]1[CH:35]=[CH:34][C:31]([CH2:32][C:17]#[N:18])=[CH:30][C:29]=1[Cl:36])[C:21]1[CH:26]=[CH:25][CH:24]=[CH:23][CH:22]=1. (4) The reactants are FC1C=C2C(C(I)=CN2S(C2C=CC=CC=2)(=O)=O)=CC=1.[F:21][C:22]1[CH:30]=[C:29]2[C:25]([C:26]([C:40]3[CH:41]=[CH:42][C:43]4[N:47]=[C:46]([CH2:48][NH:49][C:50](=[O:52])[CH3:51])[NH:45][C:44]=4[CH:53]=3)=[CH:27][N:28]2S(C2C=CC=CC=2)(=O)=O)=[CH:24][CH:23]=1. No catalyst specified. The product is [F:21][C:22]1[CH:30]=[C:29]2[C:25]([C:26]([C:40]3[CH:41]=[CH:42][C:43]4[N:47]=[C:46]([CH2:48][NH:49][C:50](=[O:52])[CH3:51])[NH:45][C:44]=4[CH:53]=3)=[CH:27][NH:28]2)=[CH:24][CH:23]=1. The yield is 0.0900. (5) The reactants are [F:1][C:2]1[CH:3]=[CH:4][CH:5]=[C:6]2[C:10]=1[NH:9][C:8](=[O:11])[CH2:7]2.[Cl-].[Li+].[CH2:14]([Li])[CH2:15]CC.BrC(Br)C. The catalyst is C1COCC1. The product is [F:1][C:2]1[CH:3]=[CH:4][CH:5]=[C:6]2[C:10]=1[NH:9][C:8](=[O:11])[C:7]12[CH2:15][CH2:14]1. The yield is 0.360. (6) The reactants are [OH:1][C:2]1[CH:3]=[C:4]([CH:7]=[CH:8][CH:9]=1)[CH:5]=[O:6].CO.C[O-].[Na+].[F:15][C:16]([F:30])([F:29])[CH2:17]OS(C1C=CC(C)=CC=1)(=O)=O. The catalyst is CCCCCC.C1(C)C=CC=CC=1.C(OCC)(=O)C. The product is [F:15][C:16]([F:30])([F:29])[CH2:17][O:1][C:2]1[CH:3]=[C:4]([CH:7]=[CH:8][CH:9]=1)[CH:5]=[O:6]. The yield is 0.260. (7) The reactants are [Cl:1][C:2]1[CH:10]=[C:9]2[C:5]([C:6]([C:11]([OH:13])=O)=[CH:7][NH:8]2)=[CH:4][CH:3]=1.ClC(N(C)C)=C(C)C.Cl.Cl.[NH:24]1[CH2:29][CH2:28][C:27]2([C:37]3[C:32](=[CH:33][CH:34]=[CH:35][CH:36]=3)[CH2:31][NH:30]2)[CH2:26][CH2:25]1.C(N(CC)CC)C. The catalyst is ClCCl.CN(C)C=O. The product is [Cl:1][C:2]1[CH:10]=[C:9]2[C:5]([C:6]([C:11]([N:24]3[CH2:29][CH2:28][C:27]4([C:37]5[C:32](=[CH:33][CH:34]=[CH:35][CH:36]=5)[CH2:31][NH:30]4)[CH2:26][CH2:25]3)=[O:13])=[CH:7][NH:8]2)=[CH:4][CH:3]=1. The yield is 0.240.